From a dataset of Full USPTO retrosynthesis dataset with 1.9M reactions from patents (1976-2016). Predict the reactants needed to synthesize the given product. Given the product [ClH:50].[C:1]([C:3]1[CH:49]=[CH:48][C:6]2[N:7]([CH2:36][C:37]3[C:46]4[C:41](=[CH:42][CH:43]=[CH:44][CH:45]=4)[CH:40]=[CH:39][C:38]=3[CH3:47])[C:8](=[O:35])[C@@H:9]([NH:20][C:21](=[O:34])[C@@H:22]([NH:25][CH3:26])[CH2:23][CH3:24])[C@H:10]([CH3:19])[N:11]([C:12](=[O:18])[CH2:13][S:14]([CH3:17])(=[O:16])=[O:15])[C:5]=2[CH:4]=1)#[N:2], predict the reactants needed to synthesize it. The reactants are: [C:1]([C:3]1[CH:49]=[CH:48][C:6]2[N:7]([CH2:36][C:37]3[C:46]4[C:41](=[CH:42][CH:43]=[CH:44][CH:45]=4)[CH:40]=[CH:39][C:38]=3[CH3:47])[C:8](=[O:35])[C@@H:9]([NH:20][C:21](=[O:34])[C@@H:22]([N:25](C)[C:26](=O)OC(C)(C)C)[CH2:23][CH3:24])[C@H:10]([CH3:19])[N:11]([C:12](=[O:18])[CH2:13][S:14]([CH3:17])(=[O:16])=[O:15])[C:5]=2[CH:4]=1)#[N:2].[ClH:50].